From a dataset of Catalyst prediction with 721,799 reactions and 888 catalyst types from USPTO. Predict which catalyst facilitates the given reaction. (1) Reactant: C([N:8]1[CH2:13][CH2:12][C:11]([NH:20][C:21]([C:23]2[C:24]3[C:46]([CH3:47])=[N:45][N:44](C4CCCCO4)[C:25]=3[N:26]=[C:27]([C:29]3[CH:34]=[CH:33][C:32]([O:35]CC4C=CC=CC=4)=[CH:31][C:30]=3[F:43])[CH:28]=2)=[O:22])([C:14]2[CH:19]=[CH:18][CH:17]=[CH:16][CH:15]=2)[CH2:10][CH2:9]1)C1C=CC=CC=1. Product: [C:14]1([C:11]2([NH:20][C:21]([C:23]3[C:24]4[C:46]([CH3:47])=[N:45][NH:44][C:25]=4[N:26]=[C:27]([C:29]4[CH:34]=[CH:33][C:32]([OH:35])=[CH:31][C:30]=4[F:43])[CH:28]=3)=[O:22])[CH2:12][CH2:13][NH:8][CH2:9][CH2:10]2)[CH:19]=[CH:18][CH:17]=[CH:16][CH:15]=1. The catalyst class is: 5. (2) The catalyst class is: 11. Reactant: [CH3:1][N:2]1[CH2:7][CH2:6][NH:5][CH2:4][CH2:3]1.Br[CH2:9][CH2:10][CH2:11][Cl:12]. Product: [Cl:12][CH2:11][CH2:10][CH2:9][N:5]1[CH2:6][CH2:7][N:2]([CH3:1])[CH2:3][CH2:4]1. (3) Reactant: [C:1]([C:3]1[CH:4]=[C:5]([C:13]2[O:17][N:16]=[C:15]([C:18]3[C:19]([CH3:35])=[C:20]4[C:25](=[CH:26][CH:27]=3)[CH2:24][N:23](C(OC(C)(C)C)=O)[CH2:22][CH2:21]4)[N:14]=2)[CH:6]=[N:7][C:8]=1[NH:9][CH:10]([CH3:12])[CH3:11])#[N:2].[ClH:36]. Product: [ClH:36].[CH3:12][CH:10]([NH:9][C:8]1[C:3]([C:1]#[N:2])=[CH:4][C:5]([C:13]2[O:17][N:16]=[C:15]([C:18]3[C:19]([CH3:35])=[C:20]4[C:25](=[CH:26][CH:27]=3)[CH2:24][NH:23][CH2:22][CH2:21]4)[N:14]=2)=[CH:6][N:7]=1)[CH3:11]. The catalyst class is: 12.